From a dataset of Catalyst prediction with 721,799 reactions and 888 catalyst types from USPTO. Predict which catalyst facilitates the given reaction. (1) Reactant: Br.[CH2:2]1[C:8]2[CH:9]=[C:10]([OH:13])[CH:11]=[CH:12][C:7]=2[CH2:6][CH2:5][CH2:4][NH:3]1.C(N(CC)CC)C.[C:21](O[C:21]([O:23][C:24]([CH3:27])([CH3:26])[CH3:25])=[O:22])([O:23][C:24]([CH3:27])([CH3:26])[CH3:25])=[O:22].O. Product: [OH:13][C:10]1[CH:11]=[CH:12][C:7]2[CH2:6][CH2:5][CH2:4][N:3]([C:21]([O:23][C:24]([CH3:27])([CH3:26])[CH3:25])=[O:22])[CH2:2][C:8]=2[CH:9]=1. The catalyst class is: 4. (2) Reactant: [N:1]12[CH2:9][CH2:8][CH:5]([CH2:6][CH2:7]1)[NH:4][CH2:3][CH2:2]2.[N:10]([C:13]([C:16]1[CH:21]=[CH:20][CH:19]=[C:18]([C:22]([CH3:24])=[CH2:23])[CH:17]=1)([CH3:15])[CH3:14])=[C:11]=[O:12]. Product: [CH2:23]=[C:22]([C:18]1[CH:17]=[C:16]([C:13]([NH:10][C:11]([N:4]2[CH:5]3[CH2:8][CH2:9][N:1]([CH2:7][CH2:6]3)[CH2:2][CH2:3]2)=[O:12])([CH3:15])[CH3:14])[CH:21]=[CH:20][CH:19]=1)[CH3:24]. The catalyst class is: 22. (3) Reactant: [OH-].[Na+].[CH2:3]([N:5]1[C:9]2=[N:10][CH:11]=[C:12]([C:25]([NH:27][CH2:28][C:29]3[CH:34]=[CH:33][CH:32]=[CH:31][CH:30]=3)=[O:26])[C:13]([NH:14][CH:15]3[CH2:20][CH2:19][CH2:18][CH:17]([C:21]([O:23]C)=[O:22])[CH2:16]3)=[C:8]2[CH:7]=[N:6]1)[CH3:4]. Product: [CH2:3]([N:5]1[C:9]2=[N:10][CH:11]=[C:12]([C:25]([NH:27][CH2:28][C:29]3[CH:30]=[CH:31][CH:32]=[CH:33][CH:34]=3)=[O:26])[C:13]([NH:14][CH:15]3[CH2:20][CH2:19][CH2:18][CH:17]([C:21]([OH:23])=[O:22])[CH2:16]3)=[C:8]2[CH:7]=[N:6]1)[CH3:4]. The catalyst class is: 24. (4) Reactant: [I:1][C:2]1[NH:6][C:5]([C:7]([O:9]CC)=[O:8])=[N:4][C:3]=1[CH3:12].[OH-].[Na+].Cl. Product: [I:1][C:2]1[NH:6][C:5]([C:7]([OH:9])=[O:8])=[N:4][C:3]=1[CH3:12]. The catalyst class is: 24. (5) Reactant: [Br:1][C:2]1[CH:3]=[C:4]([CH2:16]O)[CH:5]=[CH:6][C:7]=1[O:8][Si:9]([C:12]([CH3:15])([CH3:14])[CH3:13])([CH3:11])[CH3:10].[CH:18]1C=CC(P(C2C=CC=CC=2)C2C=CC=CC=2)=CC=1.C(OC([NH:44][C:45]([NH:47][C:48]([O:50]C(C)(C)C)=O)=[NH:46])=O)(C)(C)C.[CH3:67][CH:66]([O:65]C(/N=N/C([O:65][CH:66]([CH3:68])[CH3:67])=O)=O)[CH3:68]. Product: [C:66]([O:65][N:44]([CH2:16][C:4]1[CH:5]=[CH:6][C:7]([O:8][Si:9]([C:12]([CH3:13])([CH3:14])[CH3:15])([CH3:10])[CH3:11])=[C:2]([Br:1])[CH:3]=1)[C:45]([N:47]=[C:48]=[O:50])=[NH:46])([CH3:68])([CH3:18])[CH3:67]. The catalyst class is: 1.